Dataset: Full USPTO retrosynthesis dataset with 1.9M reactions from patents (1976-2016). Task: Predict the reactants needed to synthesize the given product. Given the product [Cl:26][C:21]1[CH:20]=[C:19](/[CH:18]=[CH:17]/[C:16]([N:11]2[CH2:12][CH2:13][C:14](=[O:15])[N:8]([CH:4]([CH2:5][CH2:6][OH:7])[C:3]([N:41]([CH3:42])[CH3:39])=[O:28])[CH2:9][CH2:10]2)=[O:27])[CH:24]=[CH:23][C:22]=1[Cl:25], predict the reactants needed to synthesize it. The reactants are: CO[C:3](=[O:28])[CH:4]([N:8]1[C:14](=[O:15])[CH2:13][CH2:12][N:11]([C:16](=[O:27])/[CH:17]=[CH:18]/[C:19]2[CH:24]=[CH:23][C:22]([Cl:25])=[C:21]([Cl:26])[CH:20]=2)[CH2:10][CH2:9]1)[CH2:5][CH2:6][OH:7].ClC1C=C(/C=C/[C:39]([N:41]2CCC(=O)N(C3CCOC3=O)C[CH2:42]2)=O)C=CC=1Cl.CNC.